Dataset: Forward reaction prediction with 1.9M reactions from USPTO patents (1976-2016). Task: Predict the product of the given reaction. Given the reactants [CH:1]1[C:10]2[C:5](=[CH:6][CH:7]=[CH:8][CH:9]=2)[CH:4]=[CH:3][C:2]=1[C:11]([C:13]1[CH:22]=[CH:21][C:20]2[C:15](=[CH:16][CH:17]=[CH:18][CH:19]=2)[CH:14]=1)=O.O1CCCC1.[CH:28]1([Na])[CH:32]=[CH:31][CH:30]=[CH:29]1.O1CCCC1.Cl, predict the reaction product. The product is: [CH:1]1[C:10]2[C:5](=[CH:6][CH:7]=[CH:8][CH:9]=2)[CH:4]=[CH:3][C:2]=1[C:11]([C:13]1[CH:22]=[CH:21][C:20]2[C:15](=[CH:16][CH:17]=[CH:18][CH:19]=2)[CH:14]=1)=[C:31]1[CH:30]=[CH:29][CH:28]=[CH:32]1.